From a dataset of Forward reaction prediction with 1.9M reactions from USPTO patents (1976-2016). Predict the product of the given reaction. Given the reactants [Br:1][C:2]1[C:7]([N+:8]([O-])=O)=[CH:6][C:5]([F:11])=[CH:4][N:3]=1.Cl[Sn]Cl, predict the reaction product. The product is: [Br:1][C:2]1[C:7]([NH2:8])=[CH:6][C:5]([F:11])=[CH:4][N:3]=1.